This data is from Reaction yield outcomes from USPTO patents with 853,638 reactions. The task is: Predict the reaction yield, written as a fraction of the theoretical maximum amount of product (1.0 means a 100% yield; for example, 0.34 means a 34% yield). (1) The reactants are CON(C)[C:4]([C@@H:6]1[CH2:11][CH2:10][C@H:9]([NH:12][C:13](=[O:19])[O:14][C:15]([CH3:18])([CH3:17])[CH3:16])[CH2:8][CH2:7]1)=[O:5].[CH3:21][Mg]I. The catalyst is C1COCC1. The product is [C:4]([C@@H:6]1[CH2:7][CH2:8][C@H:9]([NH:12][C:13](=[O:19])[O:14][C:15]([CH3:16])([CH3:17])[CH3:18])[CH2:10][CH2:11]1)(=[O:5])[CH3:21]. The yield is 0.454. (2) The reactants are CS(C)=O.C(Cl)(=O)C(Cl)=O.[CH3:11][N:12]1[CH2:17][CH2:16][N:15]([C:18]2[CH:23]=[CH:22][C:21]([CH2:24][OH:25])=[CH:20][CH:19]=2)[CH2:14][CH2:13]1.C(N(CC)CC)C. The catalyst is C(Cl)Cl. The product is [CH3:11][N:12]1[CH2:17][CH2:16][N:15]([C:18]2[CH:23]=[CH:22][C:21]([CH:24]=[O:25])=[CH:20][CH:19]=2)[CH2:14][CH2:13]1. The yield is 0.610. (3) The reactants are Cl[C:2]1[C:7]2[C:8](=[O:22])[N:9]([CH2:11][C:12]3[CH:17]=[CH:16][C:15]([O:18][CH3:19])=[CH:14][C:13]=3[O:20][CH3:21])[CH2:10][C:6]=2[C:5]([F:23])=[C:4]([NH:24][C@H:25]([CH2:29][CH:30]([CH3:32])[CH3:31])[C:26]([NH2:28])=[O:27])[N:3]=1.[CH3:33][N:34]1[CH:38]=[C:37](B2OC(C)(C)C(C)(C)O2)[CH:36]=[N:35]1. The catalyst is O1CCOCC1.C([O-])([O-])=O.[Na+].[Na+].Cl[Pd](Cl)([P](C1C=CC=CC=1)(C1C=CC=CC=1)C1C=CC=CC=1)[P](C1C=CC=CC=1)(C1C=CC=CC=1)C1C=CC=CC=1. The product is [CH3:21][O:20][C:13]1[CH:14]=[C:15]([O:18][CH3:19])[CH:16]=[CH:17][C:12]=1[CH2:11][N:9]1[CH2:10][C:6]2[C:5]([F:23])=[C:4]([NH:24][C@H:25]([CH2:29][CH:30]([CH3:32])[CH3:31])[C:26]([NH2:28])=[O:27])[N:3]=[C:2]([C:37]3[CH:36]=[N:35][N:34]([CH3:33])[CH:38]=3)[C:7]=2[C:8]1=[O:22]. The yield is 0.440. (4) The reactants are [Cl:1][C:2]1[CH:7]=[CH:6][C:5]([C:8](=O)[CH2:9][N:10]2[CH:14]=[C:13]([C:15](=[O:19])[N:16]([CH3:18])[CH3:17])[CH:12]=[C:11]2[C:20]([OH:22])=O)=[CH:4][CH:3]=1.[CH2:24]([NH2:27])[CH2:25][NH2:26]. The yield is 0.270. The product is [Cl:1][C:2]1[CH:3]=[CH:4][C:5]([C:8]23[NH:27][CH2:24][CH2:25][N:26]2[C:20](=[O:22])[C:11]2[N:10]([CH:14]=[C:13]([C:15]([N:16]([CH3:17])[CH3:18])=[O:19])[CH:12]=2)[CH2:9]3)=[CH:6][CH:7]=1. The catalyst is O1CCOCC1. (5) The reactants are C([O:8][C:9]1[C:14]([C:15]2[CH:20]=[CH:19][C:18]([CH3:21])=[CH:17][CH:16]=2)=[CH:13][C:12]([C:22]([O:24][CH3:25])=[O:23])=[CH:11][C:10]=1[C:26]([CH3:29])([CH3:28])[CH3:27])C1C=CC=CC=1.C[Si](I)(C)C. The catalyst is C(#N)C. The product is [C:26]([C:10]1[CH:11]=[C:12]([C:22]([O:24][CH3:25])=[O:23])[CH:13]=[C:14]([C:15]2[CH:20]=[CH:19][C:18]([CH3:21])=[CH:17][CH:16]=2)[C:9]=1[OH:8])([CH3:29])([CH3:27])[CH3:28]. The yield is 0.360.